Dataset: Forward reaction prediction with 1.9M reactions from USPTO patents (1976-2016). Task: Predict the product of the given reaction. (1) Given the reactants Cl.Cl.Cl.[O:4]1[C:12]2[CH:11]=[CH:10][N:9]=[C:8]([N:13]3[CH2:18][CH2:17][N:16]([CH2:19][CH2:20][C@H:21]4[CH2:26][CH2:25][C@H:24]([NH2:27])[CH2:23][CH2:22]4)[CH2:15][CH2:14]3)[C:7]=2[CH2:6][CH2:5]1.[C:28]1([S:34](Cl)(=[O:36])=[O:35])[CH:33]=[CH:32][CH:31]=[CH:30][CH:29]=1, predict the reaction product. The product is: [O:4]1[C:12]2[CH:11]=[CH:10][N:9]=[C:8]([N:13]3[CH2:18][CH2:17][N:16]([CH2:19][CH2:20][C@H:21]4[CH2:26][CH2:25][C@H:24]([NH:27][S:34]([C:28]5[CH:33]=[CH:32][CH:31]=[CH:30][CH:29]=5)(=[O:36])=[O:35])[CH2:23][CH2:22]4)[CH2:15][CH2:14]3)[C:7]=2[CH2:6][CH2:5]1. (2) Given the reactants [CH3:1][C:2]1[O:6][C:5]([C:7]2[CH:12]=[CH:11][CH:10]=[CH:9][CH:8]=2)=[N:4][C:3]=1[CH2:13][O:14][C:15]1[N:20]=[C:19]([C:21](OC)=O)[CH:18]=[CH:17][CH:16]=1.[H-].[Al+3].[Li+].[H-].[H-].[H-].O.O.O.O.O.O.O.O.O.O.[O-]S([O-])(=O)=O.[Na+].[Na+].S(Cl)([Cl:50])=O, predict the reaction product. The product is: [Cl:50][CH2:21][C:19]1[CH:18]=[CH:17][CH:16]=[C:15]([O:14][CH2:13][C:3]2[N:4]=[C:5]([C:7]3[CH:12]=[CH:11][CH:10]=[CH:9][CH:8]=3)[O:6][C:2]=2[CH3:1])[N:20]=1. (3) Given the reactants Br[C:2]1[C:3]([CH3:19])=[N:4][N:5]2[C:9]([C:10]3[CH:15]=[CH:14][C:13]([Cl:16])=[CH:12][C:11]=3[Cl:17])=[C:8]([CH3:18])[O:7][C:6]=12.C([Li])CCC.[N:25]([C:34]([O:36][C:37]([CH3:40])([CH3:39])[CH3:38])=[O:35])=[N:26][C:27]([O:29][C:30]([CH3:33])([CH3:32])[CH3:31])=[O:28], predict the reaction product. The product is: [C:37]([O:36][C:34]([NH:25][N:26]([C:2]1[C:3]([CH3:19])=[N:4][N:5]2[C:9]([C:10]3[CH:15]=[CH:14][C:13]([Cl:16])=[CH:12][C:11]=3[Cl:17])=[C:8]([CH3:18])[O:7][C:6]=12)[C:27]([O:29][C:30]([CH3:33])([CH3:32])[CH3:31])=[O:28])=[O:35])([CH3:40])([CH3:39])[CH3:38]. (4) Given the reactants [NH2:1][C@@H:2]([CH2:10][S:11][CH2:12][C@H:13]([O:29][C:30](=[O:42])[NH:31][CH2:32][CH2:33][CH2:34][CH2:35][CH2:36][CH2:37][CH2:38][CH2:39][CH2:40][CH3:41])[CH2:14][O:15][C:16](=[O:28])[NH:17][CH2:18][CH2:19][CH2:20][CH2:21][CH2:22][CH2:23][CH2:24][CH2:25][CH2:26][CH3:27])[C:3]([O:5][C:6]([CH3:9])([CH3:8])[CH3:7])=[O:4].CCN(C(C)C)C(C)C.[C:52](Cl)(=[O:68])[CH2:53][CH2:54][CH2:55][CH2:56][CH2:57][CH2:58][CH2:59][CH2:60][CH2:61][CH2:62][CH2:63][CH2:64][CH2:65][CH2:66][CH3:67], predict the reaction product. The product is: [CH2:32]([NH:31][C:30]([O:29][C@H:13]([CH2:14][O:15][C:16](=[O:28])[NH:17][CH2:18][CH2:19][CH2:20][CH2:21][CH2:22][CH2:23][CH2:24][CH2:25][CH2:26][CH3:27])[CH2:12][S:11][CH2:10][C@H:2]([NH:1][C:52](=[O:68])[CH2:53][CH2:54][CH2:55][CH2:56][CH2:57][CH2:58][CH2:59][CH2:60][CH2:61][CH2:62][CH2:63][CH2:64][CH2:65][CH2:66][CH3:67])[C:3]([O:5][C:6]([CH3:7])([CH3:8])[CH3:9])=[O:4])=[O:42])[CH2:33][CH2:34][CH2:35][CH2:36][CH2:37][CH2:38][CH2:39][CH2:40][CH3:41]. (5) Given the reactants [O:1]1[CH2:6][CH2:5][O:4][C:3]([C:7]([C:9]2[CH:14]=[CH:13][CH:12]=[CH:11][C:10]=2[OH:15])=O)=[N:2]1.Cl.[CH3:17][O:18][NH2:19].O, predict the reaction product. The product is: [CH3:17][O:18]/[N:19]=[C:7](\[C:3]1[O:4][CH2:5][CH2:6][O:1][N:2]=1)/[C:9]1[CH:14]=[CH:13][CH:12]=[CH:11][C:10]=1[OH:15]. (6) The product is: [CH3:5][O:6][C:7]1[C:15]([O:16][CH3:17])=[CH:14][CH:13]=[CH:12][C:8]=1[C:9]([O:11][C:8]([CH3:12])([CH3:9])[CH3:7])=[O:10]. Given the reactants S(Cl)(Cl)=O.[CH3:5][O:6][C:7]1[C:15]([O:16][CH3:17])=[CH:14][CH:13]=[CH:12][C:8]=1[C:9]([OH:11])=[O:10].CN(C=O)C.Cl, predict the reaction product. (7) Given the reactants [C:1]([O:5][C:6]([N:8]([CH2:24][CH2:25][C:26]1[CH:31]=[CH:30][CH:29]=[CH:28][C:27]=1[OH:32])[CH:9]1[CH2:18][CH2:17][CH2:16][C:15]2[N:14]=[C:13]([C:19]([O:21][CH2:22][CH3:23])=[O:20])[CH:12]=[CH:11][C:10]1=2)=[O:7])([CH3:4])([CH3:3])[CH3:2].Cl[CH2:34][C:35]1[CH:40]=[CH:39][C:38]([CH2:41][CH2:42][C:43]2[CH:48]=[CH:47][C:46]([F:49])=[CH:45][CH:44]=2)=[CH:37][CH:36]=1.C(=O)([O-])[O-].[K+].[K+], predict the reaction product. The product is: [C:1]([O:5][C:6]([N:8]([CH2:24][CH2:25][C:26]1[CH:31]=[CH:30][CH:29]=[CH:28][C:27]=1[O:32][CH2:34][C:35]1[CH:36]=[CH:37][C:38]([CH2:41][CH2:42][C:43]2[CH:44]=[CH:45][C:46]([F:49])=[CH:47][CH:48]=2)=[CH:39][CH:40]=1)[CH:9]1[CH2:18][CH2:17][CH2:16][C:15]2[N:14]=[C:13]([C:19]([O:21][CH2:22][CH3:23])=[O:20])[CH:12]=[CH:11][C:10]1=2)=[O:7])([CH3:2])([CH3:3])[CH3:4]. (8) The product is: [OH:25][N:6]([C:1](=[O:5])[C:2]([CH3:4])=[CH2:3])[CH2:7][CH2:8][CH2:9][CH2:10][CH:11]([N:16]1[C:20](=[O:21])[CH2:19][CH2:18][C:17]1=[O:22])[C:12]([OH:14])=[O:13]. Given the reactants [C:1]([NH:6][CH2:7][CH2:8][CH2:9][CH2:10][CH2:11][C:12]([OH:14])=[O:13])(=[O:5])[C:2]([CH3:4])=[CH2:3].O[N:16]1[C:20](=[O:21])[CH2:19][CH2:18][C:17]1=[O:22].CC(C)=[O:25], predict the reaction product. (9) Given the reactants [NH2:1][C:2]1[CH:7]=[CH:6][CH:5]=[C:4]([NH2:8])[N:3]=1.C(N(C(C)C)CC)(C)C.[C:18](O[C:18](=[O:23])[C:19]([CH3:22])([CH3:21])[CH3:20])(=[O:23])[C:19]([CH3:22])([CH3:21])[CH3:20], predict the reaction product. The product is: [NH2:8][C:4]1[N:3]=[C:2]([NH:1][C:18](=[O:23])[C:19]([CH3:22])([CH3:21])[CH3:20])[CH:7]=[CH:6][CH:5]=1.